Dataset: Merck oncology drug combination screen with 23,052 pairs across 39 cell lines. Task: Regression. Given two drug SMILES strings and cell line genomic features, predict the synergy score measuring deviation from expected non-interaction effect. Synergy scores: synergy=7.64. Drug 1: N#Cc1ccc(Cn2cncc2CN2CCN(c3cccc(Cl)c3)C(=O)C2)cc1. Drug 2: CCc1cnn2c(NCc3ccc[n+]([O-])c3)cc(N3CCCCC3CCO)nc12. Cell line: DLD1.